From a dataset of Reaction yield outcomes from USPTO patents with 853,638 reactions. Predict the reaction yield, written as a fraction of the theoretical maximum amount of product (1.0 means a 100% yield; for example, 0.34 means a 34% yield). (1) The reactants are [CH3:1][O:2][C:3]1[C:16]([O:17][CH3:18])=[CH:15][CH:14]=[CH:13][C:4]=1[C:5]([C:7]1[CH:12]=[CH:11][N:10]=[CH:9][CH:8]=1)=[O:6]. The catalyst is CO. The product is [OH:6][CH:5]([CH:7]1[CH2:8][CH2:9][NH:10][CH2:11][CH2:12]1)[C:4]1[CH:13]=[CH:14][CH:15]=[C:16]([O:17][CH3:18])[C:3]=1[O:2][CH3:1]. The yield is 0.920. (2) The reactants are CN1CCCC1=O.Cl[C:9]1[CH:10]=[C:11]([C:16]2[CH:20]=[C:19]([CH2:21][C:22]3[CH:27]=[CH:26][C:25]([O:28][CH2:29][C:30]4[CH:35]=[CH:34][CH:33]=[CH:32][N:31]=4)=[CH:24][CH:23]=3)[O:18][N:17]=2)[C:12]([NH2:15])=[N:13][CH:14]=1.C(O)=O.C(N(CC)C(C)C)(C)C. The catalyst is C1C=CC([P]([Pd]([P](C2C=CC=CC=2)(C2C=CC=CC=2)C2C=CC=CC=2)([P](C2C=CC=CC=2)(C2C=CC=CC=2)C2C=CC=CC=2)[P](C2C=CC=CC=2)(C2C=CC=CC=2)C2C=CC=CC=2)(C2C=CC=CC=2)C2C=CC=CC=2)=CC=1.O. The product is [N:31]1[CH:32]=[CH:33][CH:34]=[CH:35][C:30]=1[CH2:29][O:28][C:25]1[CH:26]=[CH:27][C:22]([CH2:21][C:19]2[O:18][N:17]=[C:16]([C:11]3[C:12]([NH2:15])=[N:13][CH:14]=[CH:9][CH:10]=3)[CH:20]=2)=[CH:23][CH:24]=1. The yield is 0.0650. (3) The product is [Cl:1][C:2]1[CH:3]=[CH:4][C:5]2[N:6]([CH:8]=[C:9]([NH:11][C:12](=[O:14])[CH3:13])[N:10]=2)[N:7]=1. The catalyst is CN(C)C1C=CN=CC=1.C(Cl)Cl. The reactants are [Cl:1][C:2]1[CH:3]=[CH:4][C:5]2[N:6]([CH:8]=[C:9]([NH2:11])[N:10]=2)[N:7]=1.[C:12](OC(=O)C)(=[O:14])[CH3:13].N1C=CC=CC=1. The yield is 0.740. (4) The reactants are [NH:1]1[CH2:7][C:5](=[O:6])[NH:4][C:2]1=[O:3].N1CCCCC1.[CH2:14]([S:21][C:22]1[CH:27]=[C:26]([N:28]([CH:36]2[CH2:38][CH2:37]2)C(=O)OC(C)(C)C)[N:25]2[N:39]=[CH:40][C:41]([CH:42]=O)=[C:24]2[N:23]=1)[C:15]1[CH:20]=[CH:19][CH:18]=[CH:17][CH:16]=1. The catalyst is C(O)C.O. The product is [CH2:14]([S:21][C:22]1[CH:27]=[C:26]([NH:28][CH:36]2[CH2:37][CH2:38]2)[N:25]2[N:39]=[CH:40][C:41](/[CH:42]=[C:7]3/[C:5](=[O:6])[NH:4][C:2](=[O:3])[NH:1]/3)=[C:24]2[N:23]=1)[C:15]1[CH:16]=[CH:17][CH:18]=[CH:19][CH:20]=1. The yield is 0.660. (5) The reactants are Cl[C:2]1[N:7]=[C:6]([Cl:8])[C:5]([C:9]#[N:10])=[CH:4][N:3]=1.[NH3:11]. The catalyst is O1CCOCC1. The product is [NH2:11][C:2]1[N:7]=[C:6]([Cl:8])[C:5]([C:9]#[N:10])=[CH:4][N:3]=1. The yield is 0.560. (6) The reactants are Cl.[CH3:2][O:3][C:4]1[CH:16]=[CH:15][C:7]([CH2:8][C@@H:9]([C:11]([O:13][CH3:14])=[O:12])[NH2:10])=[CH:6][CH:5]=1.C(N(CC)CC)C.[F:24][C:25]1[CH:26]=[C:27]([CH:33]=[CH:34][CH:35]=1)[CH:28]=[CH:29][C:30](O)=[O:31].CCN=C=NCCCN(C)C.Cl. The catalyst is C(Cl)Cl. The product is [F:24][C:25]1[CH:26]=[C:27]([CH:28]=[CH:29][C:30]([NH:10][C@H:9]([C:11]([O:13][CH3:14])=[O:12])[CH2:8][C:7]2[CH:6]=[CH:5][C:4]([O:3][CH3:2])=[CH:16][CH:15]=2)=[O:31])[CH:33]=[CH:34][CH:35]=1. The yield is 0.990.